From a dataset of NCI-60 drug combinations with 297,098 pairs across 59 cell lines. Regression. Given two drug SMILES strings and cell line genomic features, predict the synergy score measuring deviation from expected non-interaction effect. (1) Drug 1: C1=CC(=CC=C1CC(C(=O)O)N)N(CCCl)CCCl.Cl. Drug 2: CC1=C(N=C(N=C1N)C(CC(=O)N)NCC(C(=O)N)N)C(=O)NC(C(C2=CN=CN2)OC3C(C(C(C(O3)CO)O)O)OC4C(C(C(C(O4)CO)O)OC(=O)N)O)C(=O)NC(C)C(C(C)C(=O)NC(C(C)O)C(=O)NCCC5=NC(=CS5)C6=NC(=CS6)C(=O)NCCC[S+](C)C)O. Cell line: RXF 393. Synergy scores: CSS=13.3, Synergy_ZIP=-3.28, Synergy_Bliss=2.57, Synergy_Loewe=-2.73, Synergy_HSA=-0.210. (2) Drug 1: CC=C1C(=O)NC(C(=O)OC2CC(=O)NC(C(=O)NC(CSSCCC=C2)C(=O)N1)C(C)C)C(C)C. Drug 2: C1CC(=O)NC(=O)C1N2C(=O)C3=CC=CC=C3C2=O. Cell line: OVCAR-5. Synergy scores: CSS=66.0, Synergy_ZIP=1.44, Synergy_Bliss=1.78, Synergy_Loewe=-0.476, Synergy_HSA=2.70.